From a dataset of Full USPTO retrosynthesis dataset with 1.9M reactions from patents (1976-2016). Predict the reactants needed to synthesize the given product. (1) Given the product [CH3:19][N:20]([CH2:22][C:23]([O:16][C:3]1[C:4]([CH3:27])=[C:5]2[C:13](=[C:14]([CH3:15])[C:2]=1[Cl:1])[O:12][C:8]1([CH2:11][CH2:10][CH2:9]1)[CH2:7][CH2:6]2)=[O:24])[CH3:21], predict the reactants needed to synthesize it. The reactants are: [Cl:1][C:2]1(C)[C:14]([CH3:15])=[C:13]2[C:5]([CH2:6][CH2:7][C:8]3([O:12]2)[CH2:11][CH2:10][CH2:9]3)=[CH:4][CH:3]1[OH:16].Cl.[CH3:19][N:20]([CH2:22][C:23](Cl)=[O:24])[CH3:21].Cl[CH2:27]Cl. (2) Given the product [C:1]([C:3]1[CH:4]=[CH:5][C:6]([O:35][CH3:36])=[C:7]([S:9]([NH:12][CH2:13][CH2:14][C:15]2[CH:20]=[CH:19][C:18]([C:21]3[CH:26]=[CH:25][CH:24]=[CH:23][C:22]=3[S:27]([CH3:30])(=[O:28])=[O:29])=[CH:17][C:16]=2[OH:31])(=[O:10])=[O:11])[CH:8]=1)#[N:2], predict the reactants needed to synthesize it. The reactants are: [C:1]([C:3]1[CH:4]=[CH:5][C:6]([O:35][CH3:36])=[C:7]([S:9]([NH:12][CH2:13][CH2:14][C:15]2[CH:20]=[CH:19][C:18]([C:21]3[CH:26]=[CH:25][CH:24]=[CH:23][C:22]=3[S:27]([CH3:30])(=[O:29])=[O:28])=[CH:17][C:16]=2[O:31]COC)(=[O:11])=[O:10])[CH:8]=1)#[N:2].Cl. (3) Given the product [CH2:24]1[CH2:29][CH2:28][CH2:27][CH2:26][CH:25]1[C:2]1[CH:3]=[C:4]([CH:21]=[CH:22][CH:23]=1)[O:5][CH:6]1[CH2:11][CH2:10][N:9]([C:12]([NH:14][C:15]2[CH:20]=[N:19][CH:18]=[CH:17][N:16]=2)=[O:13])[CH2:8][CH2:7]1, predict the reactants needed to synthesize it. The reactants are: O[C:2]1[CH:3]=[C:4]([CH:21]=[CH:22][CH:23]=1)[O:5][CH:6]1[CH2:11][CH2:10][N:9]([C:12]([NH:14][C:15]2[CH:20]=[N:19][CH:18]=[CH:17][N:16]=2)=[O:13])[CH2:8][CH2:7]1.[CH:24]1(CCO)[CH2:29][CH2:28][CH2:27][CH2:26][CH2:25]1.C1C=CC(P(C2C=CC=CC=2)C2C=CC=CC=2)=CC=1.CCOC(/N=N/C(OCC)=O)=O. (4) Given the product [F:29][CH:2]([F:1])[CH2:3][O:4][C:5]1[C:26]([O:27][CH3:28])=[CH:25][C:8]2[C:9]3[N:14]([CH:15]([CH2:17][CH3:18])[CH2:16][C:7]=2[CH:6]=1)[CH:13]=[C:12]([C:19]([OH:21])=[O:20])[C:11](=[O:24])[CH:10]=3, predict the reactants needed to synthesize it. The reactants are: [F:1][CH:2]([F:29])[CH2:3][O:4][C:5]1[C:26]([O:27][CH3:28])=[CH:25][C:8]2[C:9]3[N:14]([CH:15]([CH2:17][CH3:18])[CH2:16][C:7]=2[CH:6]=1)[CH:13]=[C:12]([C:19]([O:21]CC)=[O:20])[C:11](=[O:24])[CH:10]=3.O[Li].O. (5) The reactants are: [F:1][C:2]1[CH:8]=[CH:7][CH:6]=[CH:5][C:3]=1[NH2:4].C[Al](C)C.C([O:15][C:16]([C:18]1[C:27]2[C:26]3=[N:28][N:29]([CH3:31])[CH:30]=[C:25]3[CH2:24][CH2:23][CH2:22][C:21]=2[NH:20][CH:19]=1)=O)C.O. Given the product [F:1][C:2]1[CH:8]=[CH:7][CH:6]=[CH:5][C:3]=1[NH:4][C:16]([C:18]1[C:27]2[C:26]3=[N:28][N:29]([CH3:31])[CH:30]=[C:25]3[CH2:24][CH2:23][CH2:22][C:21]=2[NH:20][CH:19]=1)=[O:15], predict the reactants needed to synthesize it.